Dataset: Forward reaction prediction with 1.9M reactions from USPTO patents (1976-2016). Task: Predict the product of the given reaction. (1) The product is: [CH:33]1([C:15]2[N:14]=[C:13]([C:9]3[CH:10]=[CH:11][CH:12]=[C:7]([CH2:1][CH2:2][CH2:3][CH2:4][CH2:5][CH3:6])[CH:8]=3)[N:17]([CH3:18])[C:16]=2[C:19]([N:21]2[CH2:22][CH2:23][CH:24]([N:27]3[CH2:31][CH2:30][CH2:29][CH2:28]3)[CH2:25][CH2:26]2)=[O:20])[CH2:35][CH2:34]1. Given the reactants [CH2:1]([C:7]1[CH:8]=[C:9]([C:13]2[N:17]([CH3:18])[C:16]([C:19]([N:21]3[CH2:26][CH2:25][CH:24]([N:27]4[CH2:31][CH2:30][CH2:29][CH2:28]4)[CH2:23][CH2:22]3)=[O:20])=[C:15](I)[N:14]=2)[CH:10]=[CH:11][CH:12]=1)[CH2:2][CH2:3][CH2:4][CH2:5][CH3:6].[CH:33]1(B(O)O)[CH2:35][CH2:34]1.P([O-])([O-])([O-])=O.[K+].[K+].[K+].C1(P(C2CCCCC2)C2CCCCC2)CCCCC1, predict the reaction product. (2) Given the reactants [CH2:1]([NH2:5])[CH2:2][CH2:3][CH3:4].[C:6](O)(=O)[CH2:7][CH2:8][CH2:9][CH2:10][CH2:11][CH2:12][CH2:13]/C=[CH:6]\[CH2:7][CH2:8][CH2:9][CH2:10][CH2:11][CH2:12][CH2:13]C, predict the reaction product. The product is: [CH2:1]([NH2:5])[CH2:2][CH2:3][CH2:4][CH2:6][CH2:7][CH2:8][CH2:9][CH2:10][CH2:11][CH2:12][CH3:13]. (3) Given the reactants [F:1][C:2]1[CH:3]=[C:4]([S:9]([N:12]2[C:16]([C:17]3[C:18]([F:23])=[N:19][CH:20]=[CH:21][CH:22]=3)=[CH:15][C:14]([CH2:24][N:25](C)[C:26](=O)OC(C)(C)C)=[CH:13]2)(=[O:11])=[O:10])[CH:5]=[CH:6][C:7]=1[F:8].C(OCC)(=O)C.[ClH:40], predict the reaction product. The product is: [ClH:40].[F:1][C:2]1[CH:3]=[C:4]([S:9]([N:12]2[C:16]([C:17]3[C:18]([F:23])=[N:19][CH:20]=[CH:21][CH:22]=3)=[CH:15][C:14]([CH2:24][NH:25][CH3:26])=[CH:13]2)(=[O:11])=[O:10])[CH:5]=[CH:6][C:7]=1[F:8]. (4) Given the reactants [Cl:1][C:2]1[CH:7]=[C:6]([Cl:8])[CH:5]=[CH:4][C:3]=1[C:9]1[N:17]=[C:16]([S:18][CH3:19])[N:15]=[C:14]2[C:10]=1[N:11]=[CH:12][N:13]2C1CCCCO1.ClC1C=C(C=CC=1)C(OO)=[O:31], predict the reaction product. The product is: [Cl:1][C:2]1[CH:7]=[C:6]([Cl:8])[CH:5]=[CH:4][C:3]=1[C:9]1[N:17]=[C:16]([S:18]([CH3:19])=[O:31])[N:15]=[C:14]2[C:10]=1[NH:11][CH:12]=[N:13]2. (5) Given the reactants Br[C:2]1[CH:9]=[CH:8][C:7]([OH:10])=[CH:6][C:3]=1[CH:4]=[O:5].C1(C)C=CC=CC=1P(C1C=CC=CC=1C)C1C=CC=CC=1C.C(N(C(C)C)CC)(C)C.[C:42]([O:46][C:47](=[O:50])[CH:48]=[CH2:49])([CH3:45])([CH3:44])[CH3:43], predict the reaction product. The product is: [C:42]([O:46][C:47](=[O:50])[CH:48]=[CH:49][C:2]1[CH:9]=[CH:8][C:7]([OH:10])=[CH:6][C:3]=1[CH:4]=[O:5])([CH3:45])([CH3:44])[CH3:43].